Task: Regression. Given a peptide amino acid sequence and an MHC pseudo amino acid sequence, predict their binding affinity value. This is MHC class I binding data.. Dataset: Peptide-MHC class I binding affinity with 185,985 pairs from IEDB/IMGT (1) The peptide sequence is FRLMRTNFL. The binding affinity (normalized) is 0.0847. The MHC is HLA-A23:01 with pseudo-sequence HLA-A23:01. (2) The binding affinity (normalized) is 0.487. The peptide sequence is KAMSTPFSL. The MHC is HLA-A02:19 with pseudo-sequence HLA-A02:19. (3) The peptide sequence is VELQIGWTV. The MHC is HLA-B40:01 with pseudo-sequence HLA-B40:01. The binding affinity (normalized) is 0.659. (4) The peptide sequence is IHIPGDTLF. The MHC is HLA-A01:01 with pseudo-sequence HLA-A01:01. The binding affinity (normalized) is 0.0847. (5) The peptide sequence is LPAEVRAAF. The MHC is HLA-B46:01 with pseudo-sequence HLA-B46:01. The binding affinity (normalized) is 0.0847. (6) The MHC is HLA-A02:01 with pseudo-sequence HLA-A02:01. The peptide sequence is EIMDKEQLL. The binding affinity (normalized) is 0.234. (7) The peptide sequence is PTEMVDVSMM. The MHC is HLA-A02:03 with pseudo-sequence HLA-A02:03. The binding affinity (normalized) is 0.